Dataset: Reaction yield outcomes from USPTO patents with 853,638 reactions. Task: Predict the reaction yield, written as a fraction of the theoretical maximum amount of product (1.0 means a 100% yield; for example, 0.34 means a 34% yield). (1) The reactants are [N:1]1([CH2:7][CH2:8][CH2:9][O:10][C:11]2[CH:12]=[C:13]([CH:17]3[CH2:21][CH2:20][CH2:19][N:18]3[CH2:22][C:23]([C:25]3[S:26][CH:27]=[CH:28][CH:29]=3)=O)[CH:14]=[CH:15][CH:16]=2)[CH2:6][CH2:5][CH2:4][CH2:3][CH2:2]1.N. The catalyst is CO.C(Cl)Cl. The product is [N:1]1([CH2:7][CH2:8][CH2:9][O:10][C:11]2[CH:12]=[C:13]3[C:14]([C@H:23]([C:25]4[S:26][CH:27]=[CH:28][CH:29]=4)[CH2:22][N:18]4[CH2:19][CH2:20][CH2:21][C@H:17]43)=[CH:15][CH:16]=2)[CH2:6][CH2:5][CH2:4][CH2:3][CH2:2]1. The yield is 0.850. (2) The reactants are [CH3:1][C:2]1[O:3][C:4]2[CH:10]=[CH:9][C:8]([C:11]([OH:13])=O)=[CH:7][C:5]=2[N:6]=1.[NH2:14][C:15]1[CH:16]=[C:17]([CH:21]=[CH:22][C:23]=1O)[C:18](O)=O.C(OC)(OC)(OC)C. No catalyst specified. The product is [CH2:23]([CH:15]([NH:14][C:11]([C:8]1[CH:9]=[CH:10][C:4]2[O:3][C:2]([CH3:1])=[N:6][C:5]=2[CH:7]=1)=[O:13])[CH2:16][CH2:17][CH3:18])[CH2:22][CH3:21]. The yield is 0.800. (3) The reactants are COC([C:5]1[CH2:10][CH2:9][C:8]2([CH2:15][CH2:14][CH2:13][CH:12]=[CH:11]2)[CH2:7][C:6]=1[OH:16])=O.[Na+].[Cl-].O. The catalyst is CS(C)=O. The product is [CH2:7]1[C:8]2([CH2:15][CH2:14][CH2:13][CH:12]=[CH:11]2)[CH2:9][CH2:10][CH2:5][C:6]1=[O:16]. The yield is 0.950. (4) The reactants are FC(F)(F)C(O)=O.[CH2:8]1[CH:12]2[CH2:13][C:14](=[O:16])[CH2:15][CH:11]2[CH2:10][NH:9]1.C(=O)([O-])[O-].[K+].[K+].[N:23]1([C:29](Cl)=[O:30])[CH2:28][CH2:27][O:26][CH2:25][CH2:24]1. The catalyst is C(#N)C. The yield is 0.773. The product is [N:23]1([C:29]([N:9]2[CH2:10][CH:11]3[CH2:15][C:14](=[O:16])[CH2:13][CH:12]3[CH2:8]2)=[O:30])[CH2:28][CH2:27][O:26][CH2:25][CH2:24]1. (5) The yield is 0.900. The product is [F:21][C:22]1[CH:23]=[C:24]([NH:29][CH:30]([C:32]2[CH:33]=[C:34]([C:49]([N:61]3[CH2:66][CH2:65][O:64][CH2:63][CH2:62]3)=[O:50])[CH:35]=[C:36]3[C:41]=2[O:40][C:39]([N:42]2[CH2:47][CH2:46][O:45][CH2:44][CH2:43]2)=[CH:38][C:37]3=[O:48])[CH3:31])[CH:25]=[C:26]([F:28])[CH:27]=1. The catalyst is C(Cl)Cl. The reactants are [B-](F)(F)(F)F.CN(C(ON1C(=O)CCC1=O)=[N+](C)C)C.[F:21][C:22]1[CH:23]=[C:24]([NH:29][CH:30]([C:32]2[CH:33]=[C:34]([C:49](O)=[O:50])[CH:35]=[C:36]3[C:41]=2[O:40][C:39]([N:42]2[CH2:47][CH2:46][O:45][CH2:44][CH2:43]2)=[CH:38][C:37]3=[O:48])[CH3:31])[CH:25]=[C:26]([F:28])[CH:27]=1.CCN(C(C)C)C(C)C.[NH:61]1[CH2:66][CH2:65][O:64][CH2:63][CH2:62]1. (6) The reactants are [NH2:1][C:2]1[CH:3]=[C:4]([CH:7]=[CH:8][C:9]=1[Cl:10])[CH:5]=[O:6].C(N(C(C)C)C(C)C)C.[CH3:20][C:21]1[O:25][N:24]=[C:23]([C:26](Cl)=[O:27])[CH:22]=1. The catalyst is C(Cl)Cl.CCOC(C)=O. The product is [Cl:10][C:9]1[CH:8]=[CH:7][C:4]([CH:5]=[O:6])=[CH:3][C:2]=1[NH:1][C:26]([C:23]1[CH:22]=[C:21]([CH3:20])[O:25][N:24]=1)=[O:27]. The yield is 0.258.